From a dataset of Full USPTO retrosynthesis dataset with 1.9M reactions from patents (1976-2016). Predict the reactants needed to synthesize the given product. (1) The reactants are: [C:1]([O:5][C:6]([NH:8][C@@H:9]1[CH2:13][CH2:12][C@H:11]([C:14]([OH:16])=O)[CH2:10]1)=[O:7])([CH3:4])([CH3:3])[CH3:2].[NH2:17][C:18]1[CH:27]=[CH:26][C:25]2[C:20](=[CH:21][CH:22]=[CH:23][CH:24]=2)[N:19]=1.CCN=C=NCCCN(C)C.C1C=CC2N(O)N=NC=2C=1.C(N(C(C)C)CC)(C)C. Given the product [C:1]([O:5][C:6](=[O:7])[NH:8][C@H:9]1[CH2:13][CH2:12][C@@H:11]([C:14](=[O:16])[NH:17][C:18]2[CH:27]=[CH:26][C:25]3[C:20](=[CH:21][CH:22]=[CH:23][CH:24]=3)[N:19]=2)[CH2:10]1)([CH3:2])([CH3:3])[CH3:4], predict the reactants needed to synthesize it. (2) Given the product [CH3:22][C:5]1[CH:6]=[C:7]2[C:12](=[C:3]([CH2:2][S:24][CH3:23])[CH:4]=1)[O:11][CH:10]([C:13]([F:16])([F:14])[F:15])[C:9]([C:17]([O:19][CH2:20][CH3:21])=[O:18])=[CH:8]2, predict the reactants needed to synthesize it. The reactants are: I[CH2:2][C:3]1[CH:4]=[C:5]([CH3:22])[CH:6]=[C:7]2[C:12]=1[O:11][CH:10]([C:13]([F:16])([F:15])[F:14])[C:9]([C:17]([O:19][CH2:20][CH3:21])=[O:18])=[CH:8]2.[CH3:23][S-:24].[Na+].